This data is from Forward reaction prediction with 1.9M reactions from USPTO patents (1976-2016). The task is: Predict the product of the given reaction. (1) Given the reactants [OH:1][C:2]1[CH:7]=[C:6]([OH:8])[CH:5]=[CH:4][C:3]=1[C:9](=[O:19])[CH2:10][C:11]1[CH:16]=[CH:15][C:14]([O:17][CH3:18])=[CH:13][CH:12]=1.[CH3:20]O, predict the reaction product. The product is: [OH:1][C:2]1[CH:7]=[C:6]([O:8][CH3:20])[CH:5]=[CH:4][C:3]=1[C:9](=[O:19])[CH2:10][C:11]1[CH:16]=[CH:15][C:14]([O:17][CH3:18])=[CH:13][CH:12]=1. (2) Given the reactants CO[C:3]1C=C(C(C2C=C(OC)C=C(OC)C=2)=O)C=C[C:8]=1OC.[CH3:23][O:24][C:25]1[CH:26]=[C:27]([C:33]([C:38]2[CH:43]=[C:42]([O:44][CH3:45])[CH:41]=[C:40]([O:46][CH3:47])[CH:39]=2)=[CH:34][C:35]([OH:37])=[O:36])[CH:28]=[CH:29][C:30]=1[O:31][CH3:32].COC(=O)CP(OCC)(OCC)=O.C[Si]([N-][Si](C)(C)C)(C)C.[Li+].COC1C=C(C(C2C=CC=C(OC)C=2)=CC#N)C=C(OC)C=1, predict the reaction product. The product is: [CH2:3]([O:36][C:35](=[O:37])[CH:34]=[C:33]([C:27]1[CH:28]=[CH:29][C:30]([O:31][CH3:32])=[C:25]([O:24][CH3:23])[CH:26]=1)[C:38]1[CH:39]=[C:40]([O:46][CH3:47])[CH:41]=[C:42]([O:44][CH3:45])[CH:43]=1)[CH3:8]. (3) Given the reactants [CH3:1][N:2]1[C:10]2[N:9]=[C:8](Br)[N:7]([CH2:12][C:13]#[C:14][CH3:15])[C:6]=2[C:5](=[O:16])[NH:4][C:3]1=[O:17].C(=O)([O-])[O-].[K+].[K+].[C:24]([O:28][C:29]([NH:31][C@@H:32]1[CH2:37][CH2:36][CH2:35][NH:34][CH2:33]1)=[O:30])([CH3:27])([CH3:26])[CH3:25].[I-].[K+].C(OC(C)C)(=O)C, predict the reaction product. The product is: [CH3:1][N:2]1[C:10]2[N:9]=[C:8]([N:34]3[CH2:35][CH2:36][CH2:37][C@@H:32]([NH:31][C:29]([O:28][C:24]([CH3:27])([CH3:26])[CH3:25])=[O:30])[CH2:33]3)[N:7]([CH2:12][C:13]#[C:14][CH3:15])[C:6]=2[C:5](=[O:16])[NH:4][C:3]1=[O:17]. (4) Given the reactants [Cl:1][C:2]1[CH:3]=[C:4]([CH:27]=[CH:28][C:29]=1[Cl:30])[CH2:5][N:6]1[CH2:11][CH2:10][O:9][CH:8]([CH2:12][NH:13][C:14](=[O:26])[CH2:15][C:16]2[CH:17]=[C:18]([CH:23]=[CH:24][CH:25]=2)[C:19]([O:21]C)=[O:20])[CH2:7]1.[OH-].[Na+].Cl, predict the reaction product. The product is: [CH2:5]([N:6]([CH2:11][CH3:10])[CH2:7][CH3:8])[CH3:4].[Cl:1][C:2]1[CH:3]=[C:4]([CH:27]=[CH:28][C:29]=1[Cl:30])[CH2:5][N:6]1[CH2:11][CH2:10][O:9][CH:8]([CH2:12][NH:13][C:14](=[O:26])[CH2:15][C:16]2[CH:17]=[C:18]([CH:23]=[CH:24][CH:25]=2)[C:19]([OH:21])=[O:20])[CH2:7]1. (5) The product is: [Br:22][C:19]1[CH:20]=[CH:21][C:16]([O:15][CH2:14][C:13]([OH:31])=[O:12])=[C:17]([CH2:23][CH:24]2[S:28][C:27](=[O:29])[N:26]([CH2:5][C:4]3[CH:7]=[CH:8][CH:9]=[C:2]([Cl:1])[CH:3]=3)[C:25]2=[O:30])[CH:18]=1. Given the reactants [Cl:1][C:2]1[CH:3]=[C:4]([CH:7]=[CH:8][CH:9]=1)[CH2:5]Br.C([O:12][C:13](=[O:31])[CH2:14][O:15][C:16]1[CH:21]=[CH:20][C:19]([Br:22])=[CH:18][C:17]=1/[CH:23]=[C:24]1/[C:25](=[O:30])[NH:26][C:27](=[O:29])[S:28]/1)C, predict the reaction product. (6) The product is: [CH3:3][CH:2]([C:4]1[C:12]2[CH2:11][CH2:10][CH2:9][CH2:8][C:7]=2[N:6]([CH2:13][C:14]2[CH:15]=[CH:16][C:17]([C:18]([OH:20])=[O:19])=[CH:22][CH:23]=2)[N:5]=1)[CH3:1]. Given the reactants [CH3:1][CH:2]([C:4]1[C:12]2[CH2:11][CH2:10][CH2:9][CH2:8][C:7]=2[N:6]([CH2:13][C:14]2[CH:23]=[CH:22][C:17]([C:18]([O:20]C)=[O:19])=[CH:16][CH:15]=2)[N:5]=1)[CH3:3].O.[OH-].[Li+].O, predict the reaction product. (7) Given the reactants [CH3:1][C:2]1([CH3:13])[CH2:7][C:6](=[O:8])[CH2:5][CH2:4][C@@H:3]1[C:9]([O:11][CH3:12])=[O:10].[S:14]1[CH:18]=[CH:17][N:16]=[CH:15]1.B(F)(F)F.[OH-].[Na+], predict the reaction product. The product is: [OH:8][C@:6]1([C:15]2[S:14][CH:18]=[CH:17][N:16]=2)[CH2:5][CH2:4][C@H:3]([C:9]([O:11][CH3:12])=[O:10])[C:2]([CH3:13])([CH3:1])[CH2:7]1. (8) Given the reactants [CH:1]1([NH:4][C:5]([NH:7][C:8]2[CH:13]=[CH:12][C:11]([O:14][C:15]3[CH:20]=[CH:19][N:18]=[C:17]4[CH:21]=[C:22]([C:24]5[CH:29]=[CH:28][C:27]([CH:30]=O)=[CH:26][N:25]=5)[S:23][C:16]=34)=[C:10]([F:32])[CH:9]=2)=[O:6])[CH2:3][CH2:2]1.[CH3:33][O:34][CH2:35][CH2:36][O:37][CH2:38][CH2:39][O:40][CH2:41][CH2:42][O:43][CH2:44][CH2:45][NH2:46].C(O)(=O)C.C(O[BH-](OC(=O)C)OC(=O)C)(=O)C.[Na+], predict the reaction product. The product is: [CH2:30]([C:27]1[CH:28]=[CH:29][C:24]([C:22]2[S:23][C:16]3[C:17](=[N:18][CH:19]=[CH:20][C:15]=3[O:14][C:11]3[CH:12]=[CH:13][C:8]([NH:7][C:5]([NH:4][CH:1]4[CH2:2][CH2:3]4)=[O:6])=[CH:9][C:10]=3[F:32])[CH:21]=2)=[N:25][CH:26]=1)[NH:46][CH2:45][CH2:44][O:43][CH2:42][CH2:41][O:40][CH2:39][CH2:38][O:37][CH2:36][CH2:35][O:34][CH3:33]. (9) Given the reactants [O:1]1[CH2:6][CH2:5][NH:4][C:3]2[CH:7]=[CH:8][C:9]([O:11][C:12]3[C:21]4[C:16](=[CH:17][C:18]([OH:24])=[C:19]([O:22][CH3:23])[CH:20]=4)[N:15]=[CH:14][CH:13]=3)=[CH:10][C:2]1=2.[CH3:25][C:26]1[O:30][N:29]=[C:28]([NH:31][C:32](=O)[O:33]C2C=CC([N+]([O-])=O)=CC=2)[CH:27]=1.C(N(CC)CC)C, predict the reaction product. The product is: [OH:24][C:18]1[CH:17]=[C:16]2[C:21]([C:12]([O:11][C:9]3[CH:8]=[CH:7][C:3]4[N:4]([C:32]([NH:31][C:28]5[CH:27]=[C:26]([CH3:25])[O:30][N:29]=5)=[O:33])[CH2:5][CH2:6][O:1][C:2]=4[CH:10]=3)=[CH:13][CH:14]=[N:15]2)=[CH:20][C:19]=1[O:22][CH3:23]. (10) Given the reactants [Cl:1][C:2]1[CH:3]=[C:4]([OH:21])[C:5]([NH:8][S:9]([CH2:12][C:13]2[CH:18]=[C:17]([Cl:19])[CH:16]=[C:15](Cl)[CH:14]=2)(=[O:11])=[O:10])=[N:6][CH:7]=1.[Cl:22]C1C=CC(Cl)=CC=1CS(Cl)(=O)=O.ClC1C=C(CS(Cl)(=O)=O)C=C(Cl)C=1.S(Cl)(Cl)(=O)=O, predict the reaction product. The product is: [Cl:1][C:2]1[CH:3]=[C:4]([OH:21])[C:5]([NH:8][S:9]([CH2:12][C:13]2[CH:18]=[C:17]([Cl:19])[CH:16]=[CH:15][C:14]=2[Cl:22])(=[O:11])=[O:10])=[N:6][CH:7]=1.